Predict the reactants needed to synthesize the given product. From a dataset of Full USPTO retrosynthesis dataset with 1.9M reactions from patents (1976-2016). (1) Given the product [CH:17]1[N:16]=[CH:15][N:11]2[CH2:12][CH2:13][CH2:14][C:9](=[O:8])[C:10]=12, predict the reactants needed to synthesize it. The reactants are: C([O:8][C:9]1[C:10]2[N:11]([CH:15]=[N:16][CH:17]=2)[CH:12]=[CH:13][CH:14]=1)C1C=CC=CC=1.[H][H]. (2) Given the product [CH3:1][O:2][C:3]1[CH:4]=[C:5]([CH:6]=[CH:7][CH:8]=1)[C:9]([C:10]1[CH:14]([C:15]2[CH:16]=[CH:17][CH:18]=[C:19]3[C:24]=2[O:23][C:22]([CH3:25])=[CH:21][C:20]3=[O:26])[C:30]([C:31]([O:33][CH2:34][CH2:35][CH3:36])=[O:32])=[C:29]([CH3:37])[NH:28][C:11]=1[CH3:12])=[O:27], predict the reactants needed to synthesize it. The reactants are: [CH3:1][O:2][C:3]1[CH:4]=[C:5]([C:9](=[O:27])[C:10](=[CH:14][C:15]2[CH:16]=[CH:17][CH:18]=[C:19]3[C:24]=2[O:23][C:22]([CH3:25])=[CH:21][C:20]3=[O:26])[C:11](=O)[CH3:12])[CH:6]=[CH:7][CH:8]=1.[NH2:28]/[C:29](/[CH3:37])=[CH:30]\[C:31]([O:33][CH2:34][CH2:35][CH3:36])=[O:32]. (3) The reactants are: [CH3:1][C@H:2]1[CH2:11][CH2:10][C@@H:9]2[C@:4]([CH3:14])([CH2:5][CH2:6][CH2:7][C:8]2([CH3:13])[CH3:12])[C@H:3]1[CH2:15][C:16]([C:18]1[CH:23]=[C:22]([O:24][CH3:25])[CH:21]=[C:20]([O:26][CH3:27])[CH:19]=1)=[O:17].[H-].[H-].[H-].[H-].[Li+].[Al+3].O.[OH-].[Na+]. Given the product [CH3:1][C@H:2]1[CH2:11][CH2:10][C@@H:9]2[C@:4]([CH3:14])([CH2:5][CH2:6][CH2:7][C:8]2([CH3:13])[CH3:12])[C@H:3]1[CH2:15][CH:16]([C:18]1[CH:19]=[C:20]([O:26][CH3:27])[CH:21]=[C:22]([O:24][CH3:25])[CH:23]=1)[OH:17], predict the reactants needed to synthesize it.